This data is from Forward reaction prediction with 1.9M reactions from USPTO patents (1976-2016). The task is: Predict the product of the given reaction. (1) Given the reactants [NH2:1][CH2:2][CH2:3][NH:4][C:5]1[CH:10]=[CH:9][C:8]([N+:11]([O-:13])=[O:12])=[CH:7][N:6]=1.FC(S(O[C:22]1[CH:27]=[CH:26][C:25]([C:28]2[N:29](S(C(F)(F)F)(=O)=O)[CH:30]=[CH:31][N:32]=2)=[C:24]([C:40]2[CH:45]=[CH:44][C:43]([Cl:46])=[CH:42][C:41]=2[Cl:47])[N:23]=1)(=O)=O)(F)F, predict the reaction product. The product is: [Cl:47][C:41]1[CH:42]=[C:43]([Cl:46])[CH:44]=[CH:45][C:40]=1[C:24]1[N:23]=[C:22]([NH:1][CH2:2][CH2:3][NH:4][C:5]2[CH:10]=[CH:9][C:8]([N+:11]([O-:13])=[O:12])=[CH:7][N:6]=2)[CH:27]=[CH:26][C:25]=1[C:28]1[NH:32][CH:31]=[CH:30][N:29]=1. (2) Given the reactants [ClH:1].C(OC(=O)[NH:8][CH2:9][CH2:10][N:11]1[CH2:16][CH2:15][N:14]([C:17]([C:19]2[C:20]3[N:27]([CH2:28][CH3:29])[C:26]([C:30]4[C:34]([NH2:35])=[N:33][O:32][N:31]=4)=[N:25][C:21]=3[CH:22]=[N:23][CH:24]=2)=[O:18])[CH2:13][CH2:12]1)(C)(C)C, predict the reaction product. The product is: [ClH:1].[ClH:1].[NH2:8][CH2:9][CH2:10][N:11]1[CH2:12][CH2:13][N:14]([C:17]([C:19]2[C:20]3[N:27]([CH2:28][CH3:29])[C:26]([C:30]4[C:34]([NH2:35])=[N:33][O:32][N:31]=4)=[N:25][C:21]=3[CH:22]=[N:23][CH:24]=2)=[O:18])[CH2:15][CH2:16]1.